From a dataset of NCI-60 drug combinations with 297,098 pairs across 59 cell lines. Regression. Given two drug SMILES strings and cell line genomic features, predict the synergy score measuring deviation from expected non-interaction effect. (1) Drug 1: CCC1=CC2CC(C3=C(CN(C2)C1)C4=CC=CC=C4N3)(C5=C(C=C6C(=C5)C78CCN9C7C(C=CC9)(C(C(C8N6C)(C(=O)OC)O)OC(=O)C)CC)OC)C(=O)OC.C(C(C(=O)O)O)(C(=O)O)O. Drug 2: C1=NC2=C(N=C(N=C2N1C3C(C(C(O3)CO)O)F)Cl)N. Cell line: CAKI-1. Synergy scores: CSS=41.1, Synergy_ZIP=-5.27, Synergy_Bliss=-6.70, Synergy_Loewe=-3.84, Synergy_HSA=-2.16. (2) Drug 1: C1CC(CCC1OC2=C(C(=CC=C2)Cl)F)(CC3=NC(=CC=C3)NC4=NC=CS4)C(=O)O. Drug 2: CC(C)(C#N)C1=CC=C(C=C1)N2C3=C4C=C(C=CC4=NC=C3N(C2=O)C)C5=CC6=CC=CC=C6N=C5. Cell line: HCT116. Synergy scores: CSS=59.1, Synergy_ZIP=6.52, Synergy_Bliss=4.46, Synergy_Loewe=-10.6, Synergy_HSA=9.83. (3) Drug 1: CS(=O)(=O)C1=CC(=C(C=C1)C(=O)NC2=CC(=C(C=C2)Cl)C3=CC=CC=N3)Cl. Drug 2: COC1=C(C=C2C(=C1)N=CN=C2NC3=CC(=C(C=C3)F)Cl)OCCCN4CCOCC4. Cell line: MALME-3M. Synergy scores: CSS=38.6, Synergy_ZIP=4.73, Synergy_Bliss=7.61, Synergy_Loewe=-4.38, Synergy_HSA=6.80. (4) Drug 1: CN1C2=C(C=C(C=C2)N(CCCl)CCCl)N=C1CCCC(=O)O.Cl. Synergy scores: CSS=21.1, Synergy_ZIP=-5.56, Synergy_Bliss=-1.20, Synergy_Loewe=-0.142, Synergy_HSA=0.592. Drug 2: CS(=O)(=O)OCCCCOS(=O)(=O)C. Cell line: A549. (5) Drug 1: C1=NC2=C(N1)C(=S)N=C(N2)N. Synergy scores: CSS=43.9, Synergy_ZIP=1.28, Synergy_Bliss=3.13, Synergy_Loewe=5.69, Synergy_HSA=5.75. Drug 2: B(C(CC(C)C)NC(=O)C(CC1=CC=CC=C1)NC(=O)C2=NC=CN=C2)(O)O. Cell line: NCIH23. (6) Drug 1: C1CCC(C1)C(CC#N)N2C=C(C=N2)C3=C4C=CNC4=NC=N3. Drug 2: CN1C(=O)N2C=NC(=C2N=N1)C(=O)N. Cell line: NCI-H322M. Synergy scores: CSS=-7.51, Synergy_ZIP=2.67, Synergy_Bliss=-6.11, Synergy_Loewe=-12.2, Synergy_HSA=-12.5. (7) Drug 1: CC1C(C(CC(O1)OC2CC(CC3=C2C(=C4C(=C3O)C(=O)C5=C(C4=O)C(=CC=C5)OC)O)(C(=O)C)O)N)O.Cl. Drug 2: C(CCl)NC(=O)N(CCCl)N=O. Cell line: TK-10. Synergy scores: CSS=21.7, Synergy_ZIP=-3.51, Synergy_Bliss=7.52, Synergy_Loewe=-3.69, Synergy_HSA=4.23. (8) Drug 1: CC12CCC(CC1=CCC3C2CCC4(C3CC=C4C5=CN=CC=C5)C)O. Drug 2: CS(=O)(=O)CCNCC1=CC=C(O1)C2=CC3=C(C=C2)N=CN=C3NC4=CC(=C(C=C4)OCC5=CC(=CC=C5)F)Cl. Cell line: NCIH23. Synergy scores: CSS=1.87, Synergy_ZIP=-0.591, Synergy_Bliss=-0.831, Synergy_Loewe=-3.60, Synergy_HSA=-2.61. (9) Drug 1: CC1OCC2C(O1)C(C(C(O2)OC3C4COC(=O)C4C(C5=CC6=C(C=C35)OCO6)C7=CC(=C(C(=C7)OC)O)OC)O)O. Drug 2: CS(=O)(=O)OCCCCOS(=O)(=O)C. Cell line: HT29. Synergy scores: CSS=20.5, Synergy_ZIP=0.0192, Synergy_Bliss=4.32, Synergy_Loewe=-4.92, Synergy_HSA=2.67. (10) Drug 1: C1=CN(C=N1)CC(O)(P(=O)(O)O)P(=O)(O)O. Drug 2: C1=NNC2=C1C(=O)NC=N2. Cell line: MDA-MB-231. Synergy scores: CSS=2.30, Synergy_ZIP=-1.14, Synergy_Bliss=1.23, Synergy_Loewe=-1.64, Synergy_HSA=-0.662.